Dataset: Catalyst prediction with 721,799 reactions and 888 catalyst types from USPTO. Task: Predict which catalyst facilitates the given reaction. (1) Reactant: [CH2:1]([O:3][C:4]([C:6]1[C:7]([O:16][CH2:17][CH3:18])=[N:8][C:9](S(C)(=O)=O)=[N:10][CH:11]=1)=[O:5])[CH3:2].[CH3:19][NH:20][CH3:21]. Product: [CH2:1]([O:3][C:4]([C:6]1[C:7]([O:16][CH2:17][CH3:18])=[N:8][C:9]([N:20]([CH3:21])[CH3:19])=[N:10][CH:11]=1)=[O:5])[CH3:2]. The catalyst class is: 10. (2) Reactant: [CH3:1][O:2][C:3](=[O:26])[CH2:4][CH2:5][C:6]1[CH:11]=[CH:10][C:9]([C:12]([CH2:23][CH3:24])([C:15]2[CH:20]=[CH:19][C:18]([OH:21])=[C:17]([CH3:22])[CH:16]=2)[CH2:13][CH3:14])=[CH:8][C:7]=1[CH3:25].[F:27][C:28]([F:41])([F:40])[S:29](O[S:29]([C:28]([F:41])([F:40])[F:27])(=[O:31])=[O:30])(=[O:31])=[O:30].N1C=CC=CC=1.[NH4+].[Cl-]. The catalyst class is: 2. Product: [CH3:1][O:2][C:3](=[O:26])[CH2:4][CH2:5][C:6]1[CH:11]=[CH:10][C:9]([C:12]([CH2:13][CH3:14])([C:15]2[CH:20]=[CH:19][C:18]([O:21][S:29]([C:28]([F:41])([F:40])[F:27])(=[O:31])=[O:30])=[C:17]([CH3:22])[CH:16]=2)[CH2:23][CH3:24])=[CH:8][C:7]=1[CH3:25]. (3) Reactant: Br[C:2]1[CH:3]=[N:4][CH:5]=[C:6]2[C:11]=1[N:10]=[C:9]([C:12]([NH:14][CH2:15][CH2:16][O:17][CH3:18])=[O:13])[CH:8]=[CH:7]2.[N:19]1[CH:24]=[CH:23][C:22](B(O)O)=[CH:21][CH:20]=1.C(=O)([O-])[O-].[Cs+].[Cs+]. Product: [CH3:18][O:17][CH2:16][CH2:15][NH:14][C:12]([C:9]1[CH:8]=[CH:7][C:6]2[C:11](=[C:2]([C:22]3[CH:23]=[CH:24][N:19]=[CH:20][CH:21]=3)[CH:3]=[N:4][CH:5]=2)[N:10]=1)=[O:13]. The catalyst class is: 688. (4) Reactant: [OH:1][C:2]1[CH:11]=[CH:10][C:5]([C:6]([O:8][CH3:9])=[O:7])=[CH:4][CH:3]=1.Br[CH2:13][CH:14]=[C:15]([CH3:17])[CH3:16].C(=O)([O-])[O-].[K+].[K+].CCOC(C)=O. Product: [CH3:16][C:15]([CH3:17])=[CH:14][CH2:13][O:1][C:2]1[CH:3]=[CH:4][C:5]([C:6]([O:8][CH3:9])=[O:7])=[CH:10][CH:11]=1. The catalyst class is: 16.